This data is from Full USPTO retrosynthesis dataset with 1.9M reactions from patents (1976-2016). The task is: Predict the reactants needed to synthesize the given product. (1) Given the product [CH2:1]([C:3]1[C:11]2[C:10](=[O:12])[CH2:9][C:8]([CH3:14])([CH3:13])[CH2:7][C:6]=2[N:5]([C:15]2[CH:22]=[C:21]([NH:23][CH:24]3[CH2:25][CH2:26][O:27][CH2:28][CH2:29]3)[C:18]([C:19]([NH2:20])=[O:33])=[C:17]([F:30])[CH:16]=2)[N:4]=1)[CH3:2], predict the reactants needed to synthesize it. The reactants are: [CH2:1]([C:3]1[C:11]2[C:10](=[O:12])[CH2:9][C:8]([CH3:14])([CH3:13])[CH2:7][C:6]=2[N:5]([C:15]2[CH:22]=[C:21]([NH:23][CH:24]3[CH2:29][CH2:28][O:27][CH2:26][CH2:25]3)[C:18]([C:19]#[N:20])=[C:17]([F:30])[CH:16]=2)[N:4]=1)[CH3:2].CC[OH:33].CS(C)=O. (2) Given the product [C:18]([O:17][C:15]([N:12]1[CH2:11][CH2:10][CH:9]([N:8]([CH2:22][CH3:23])[C:6]2[C:5]([CH3:24])=[C:4]([CH:3]=[C:2]([Cl:1])[CH:7]=2)[C:25]([OH:27])=[O:26])[CH2:14][CH2:13]1)=[O:16])([CH3:21])([CH3:20])[CH3:19], predict the reactants needed to synthesize it. The reactants are: [Cl:1][C:2]1[CH:3]=[C:4]([C:25]([O:27]C)=[O:26])[C:5]([CH3:24])=[C:6]([N:8]([CH2:22][CH3:23])[CH:9]2[CH2:14][CH2:13][N:12]([C:15]([O:17][C:18]([CH3:21])([CH3:20])[CH3:19])=[O:16])[CH2:11][CH2:10]2)[CH:7]=1.[Li+].[OH-].[OH-].[Na+].Cl. (3) Given the product [CH3:11][N:12]1[CH2:17][CH2:16][N:15]([C:2]2[CH:7]=[CH:6][C:5]([N+:8]([O-:10])=[O:9])=[CH:4][N:3]=2)[CH2:14][CH2:13]1, predict the reactants needed to synthesize it. The reactants are: Cl[C:2]1[CH:7]=[CH:6][C:5]([N+:8]([O-:10])=[O:9])=[CH:4][N:3]=1.[CH3:11][N:12]1[CH2:17][CH2:16][NH:15][CH2:14][CH2:13]1.C(=O)([O-])[O-].[K+].[K+].O. (4) Given the product [O:40]1[CH:41]=[CH:42][CH:43]=[C:39]1[C:2]1[CH:33]=[CH:32][CH:31]=[CH:30][C:3]=1[C:4]([NH:6][C:7]1[CH:12]=[CH:11][C:10]([N:13]2[CH2:18][CH2:17][N:16]([CH:19]([C:24]3[CH:29]=[CH:28][CH:27]=[CH:26][CH:25]=3)[C:20]([O:22][CH3:23])=[O:21])[CH2:15][CH2:14]2)=[CH:9][CH:8]=1)=[O:5], predict the reactants needed to synthesize it. The reactants are: I[C:2]1[CH:33]=[CH:32][CH:31]=[CH:30][C:3]=1[C:4]([NH:6][C:7]1[CH:12]=[CH:11][C:10]([N:13]2[CH2:18][CH2:17][N:16]([CH:19]([C:24]3[CH:29]=[CH:28][CH:27]=[CH:26][CH:25]=3)[C:20]([O:22][CH3:23])=[O:21])[CH2:15][CH2:14]2)=[CH:9][CH:8]=1)=[O:5].C([Sn](CCCC)(CCCC)[C:39]1[O:40][CH:41]=[CH:42][CH:43]=1)CCC.C([O-])([O-])=O.[Na+].[Na+].O. (5) Given the product [Cl:40][C:33]1[C:34]([F:39])=[CH:35][CH:36]=[C:37]([Cl:38])[C:32]=1[CH:30]([O:29][C:6]1[C:5]([NH:4][C:1](=[O:3])[CH3:2])=[N:10][CH:9]=[C:8]([C:11]2[CH:12]=[N:13][N:14]([CH:16]3[CH2:21][CH2:20][NH:19][CH2:18][CH2:17]3)[CH:15]=2)[CH:7]=1)[CH3:31], predict the reactants needed to synthesize it. The reactants are: [C:1]([NH:4][C:5]1[N:10]=[CH:9][C:8]([C:11]2[CH:12]=[N:13][N:14]([CH:16]3[CH2:21][CH2:20][N:19](C(OC(C)(C)C)=O)[CH2:18][CH2:17]3)[CH:15]=2)=[CH:7][C:6]=1[O:29][CH:30]([C:32]1[C:37]([Cl:38])=[CH:36][CH:35]=[C:34]([F:39])[C:33]=1[Cl:40])[CH3:31])(=[O:3])[CH3:2].O1CCOCC1.Cl. (6) Given the product [OH:46][NH:47][C:26]([C:23]1[CH:24]=[C:25]2[C:20](=[CH:21][CH:22]=1)[N:19]([CH3:29])[CH:18]=[C:17]2[CH2:16][C:13]1[CH:14]=[CH:15][C:10]([NH:9][C:1](=[O:8])[C:2]2[CH:3]=[CH:4][CH:5]=[CH:6][CH:7]=2)=[CH:11][CH:12]=1)=[O:27], predict the reactants needed to synthesize it. The reactants are: [C:1]([NH:9][C:10]1[CH:15]=[CH:14][C:13]([CH2:16][C:17]2[C:25]3[C:20](=[CH:21][CH:22]=[C:23]([C:26](O)=[O:27])[CH:24]=3)[N:19]([CH3:29])[CH:18]=2)=[CH:12][CH:11]=1)(=[O:8])[C:2]1[CH:7]=[CH:6][CH:5]=[CH:4][CH:3]=1.CCN(C(C)C)C(C)C.CN(C([O:46][N:47]1N=NC2C=CC=NC1=2)=[N+](C)C)C.F[P-](F)(F)(F)(F)F.Cl.ON. (7) Given the product [Br:22][C:3]1[C:4]([OH:8])=[N:5][CH:6]=[CH:7][C:2]=1[CH3:1], predict the reactants needed to synthesize it. The reactants are: [CH3:1][C:2]1[CH:7]=[CH:6][N:5]=[C:4]([OH:8])[CH:3]=1.CCOC(C)=O.C1C(=O)N([Br:22])C(=O)C1.N. (8) Given the product [F:1][C:2]1[CH:3]=[C:4]([C:8]2[C:17]3[CH:16]=[C:15]([O:18][CH3:19])[CH:14]=[CH:13][C:12]=3[C:11](=[O:20])[N:10]3[CH2:21][CH2:22][CH2:23]/[C:24](=[N:27]\[OH:28])/[C:9]=23)[CH:5]=[CH:6][CH:7]=1, predict the reactants needed to synthesize it. The reactants are: [F:1][C:2]1[CH:3]=[C:4]([C:8]2[C:17]3[CH:16]=[C:15]([O:18][CH3:19])[CH:14]=[CH:13][C:12]=3[C:11](=[O:20])[N:10]3[CH2:21][CH2:22][CH2:23][C:24](=O)[C:9]=23)[CH:5]=[CH:6][CH:7]=1.Cl.[NH2:27][OH:28]. (9) The reactants are: [F:1][CH:2]([F:41])[C:3]1[N:7]([C:8]2[N:13]=[C:12]([N:14]3[CH2:19][CH2:18][O:17][CH2:16][CH2:15]3)[N:11]=[C:10]([NH:20][C@H:21]3[CH2:26][CH2:25][C@H:24]([NH:27]C(=O)OC(C)(C)C)[CH2:23][CH2:22]3)[N:9]=2)[C:6]2[CH:35]=[CH:36][CH:37]=[C:38]([O:39][CH3:40])[C:5]=2[N:4]=1.[CH3:42][S:43](Cl)(=[O:45])=[O:44]. Given the product [F:1][CH:2]([F:41])[C:3]1[N:7]([C:8]2[N:13]=[C:12]([N:14]3[CH2:19][CH2:18][O:17][CH2:16][CH2:15]3)[N:11]=[C:10]([NH:20][C@H:21]3[CH2:26][CH2:25][C@H:24]([NH:27][S:43]([CH3:42])(=[O:45])=[O:44])[CH2:23][CH2:22]3)[N:9]=2)[C:6]2[CH:35]=[CH:36][CH:37]=[C:38]([O:39][CH3:40])[C:5]=2[N:4]=1, predict the reactants needed to synthesize it.